From a dataset of Full USPTO retrosynthesis dataset with 1.9M reactions from patents (1976-2016). Predict the reactants needed to synthesize the given product. (1) Given the product [Cl:2][C:3]1[CH:8]=[CH:7][C:6]([NH:9][C:10](=[O:25])[C:11]2[CH:12]=[CH:13][C:14]([CH2:17][N:18]3[CH2:23][CH2:22][N:21]([CH3:34])[CH2:20][C:19]3=[O:24])=[CH:15][CH:16]=2)=[CH:5][C:4]=1[C:26]1[CH:31]=[CH:30][CH:29]=[CH:28][N:27]=1, predict the reactants needed to synthesize it. The reactants are: Cl.[Cl:2][C:3]1[CH:8]=[CH:7][C:6]([NH:9][C:10](=[O:25])[C:11]2[CH:16]=[CH:15][C:14]([CH2:17][N:18]3[CH2:23][CH2:22][NH:21][CH2:20][C:19]3=[O:24])=[CH:13][CH:12]=2)=[CH:5][C:4]=1[C:26]1[CH:31]=[CH:30][CH:29]=[CH:28][N:27]=1.C=O.[C:34](O[BH-](OC(=O)C)OC(=O)C)(=O)C.[Na+]. (2) Given the product [F:36][C:35]1[CH:34]=[CH:33][CH:32]=[C:31]([F:37])[C:30]=1[C:25]1[N:24]=[C:23]([C:22]([NH:21][C:16]2[CH:17]=[N:18][CH:19]=[CH:20][C:15]=2[C:7]2([C:11]([F:14])([F:13])[F:12])[CH2:6][CH:5]([OH:4])[CH2:10][CH2:9][O:8]2)=[O:38])[CH:28]=[CH:27][C:26]=1[F:29], predict the reactants needed to synthesize it. The reactants are: C([O:4][CH:5]1[CH2:10][CH2:9][O:8][C:7]([C:15]2[CH:20]=[CH:19][N:18]=[CH:17][C:16]=2[NH:21][C:22](=[O:38])[C:23]2[CH:28]=[CH:27][C:26]([F:29])=[C:25]([C:30]3[C:35]([F:36])=[CH:34][CH:33]=[CH:32][C:31]=3[F:37])[N:24]=2)([C:11]([F:14])([F:13])[F:12])[CH2:6]1)(=O)C.FC1C=CC=C(F)C=1C1N=C(C(NC2C=NC=CC=2C2(C(F)(F)F)CCCCO2)=O)C=CC=1F.C(=O)([O-])[O-].[K+].[K+].O. (3) Given the product [Cl:1][C:2]1[CH:17]=[C:16]([Cl:18])[CH:15]=[CH:14][C:3]=1[CH2:4][N:5]1[C:9]([CH3:10])=[CH:8][C:7]([CH3:11])=[C:6]1/[CH:12]=[CH:20]/[C:21]([OH:23])=[O:22], predict the reactants needed to synthesize it. The reactants are: [Cl:1][C:2]1[CH:17]=[C:16]([Cl:18])[CH:15]=[CH:14][C:3]=1[CH2:4][N:5]1[C:9]([CH3:10])=[CH:8][C:7]([CH3:11])=[C:6]1[CH:12]=O.C(O)(=O)[CH2:20][C:21]([OH:23])=[O:22].N1CCCCC1. (4) Given the product [Cl:8][C:9]1[CH:14]=[C:13]([Cl:15])[C:12]([O:16][CH3:17])=[CH:11][C:10]=1[NH:18][C:19]1[C:24]([C:25]#[N:26])=[CH:23][N:22]=[C:21]2[CH:27]=[C:28]([C:30]3[CH:34]=[C:33]([CH2:35][N:5]4[CH2:6][CH2:7][N:2]([CH3:1])[CH2:3][CH2:4]4)[S:32][CH:31]=3)[S:29][C:20]=12, predict the reactants needed to synthesize it. The reactants are: [CH3:1][N:2]1[CH2:7][CH2:6][NH:5][CH2:4][CH2:3]1.[Cl:8][C:9]1[CH:14]=[C:13]([Cl:15])[C:12]([O:16][CH3:17])=[CH:11][C:10]=1[NH:18][C:19]1[C:24]([C:25]#[N:26])=[CH:23][N:22]=[C:21]2[CH:27]=[C:28]([C:30]3[CH:34]=[C:33]([CH:35]=O)[S:32][CH:31]=3)[S:29][C:20]=12.C(O[BH-](OC(=O)C)OC(=O)C)(=O)C.[Na+].